Dataset: Forward reaction prediction with 1.9M reactions from USPTO patents (1976-2016). Task: Predict the product of the given reaction. (1) Given the reactants O.O.[C:3]([OH:12])(=[O:11])[CH2:4][CH2:5][CH2:6][CH2:7][C:8]([OH:10])=[O:9].[NH2:13][CH2:14][CH2:15][CH2:16][CH2:17][CH2:18][NH2:19].NCCCCCN.C(O)(=O)CCCCC(O)=O, predict the reaction product. The product is: [C:3]([OH:12])(=[O:11])[CH2:4][CH2:5][CH2:6][CH2:7][C:8]([OH:10])=[O:9].[NH2:13][CH2:14][CH2:15][CH2:16][CH2:17][CH2:18][NH2:19]. (2) Given the reactants [OH:1][C:2]1[N:7]=[CH:6][C:5]([NH:8][C:9](=[O:14])[C:10]([CH3:13])([CH3:12])[CH3:11])=[CH:4][CH:3]=1.[CH3:15][N:16]([C:20]1[CH:25]=[CH:24][CH:23]=[CH:22][CH:21]=1)[C:17](Cl)=[O:18].N12CCN(CC1)CC2.O, predict the reaction product. The product is: [CH3:12][C:10]([CH3:11])([CH3:13])[C:9]([NH:8][C:5]1[CH:4]=[CH:3][C:2]([O:1][C:17](=[O:18])[N:16]([CH3:15])[C:20]2[CH:25]=[CH:24][CH:23]=[CH:22][CH:21]=2)=[N:7][CH:6]=1)=[O:14].